From a dataset of Full USPTO retrosynthesis dataset with 1.9M reactions from patents (1976-2016). Predict the reactants needed to synthesize the given product. (1) Given the product [CH:10]([C:6]1[CH:7]=[CH:8][CH:9]=[C:4]([CH:1]([CH3:3])[CH3:2])[C:5]=1[N:13]=[C:14]([C:16]1[C:25]2[C:20](=[CH:21][CH:22]=[CH:23][C:24]=2[C:26]([OH:28])=[O:27])[C:19]([C:29]#[C:30][CH2:31][CH2:32][CH2:33][CH2:34][N:46]=[N+:47]=[N-:48])=[CH:18][CH:17]=1)[OH:15])([CH3:11])[CH3:12], predict the reactants needed to synthesize it. The reactants are: [CH:1]([C:4]1[CH:9]=[CH:8][CH:7]=[C:6]([CH:10]([CH3:12])[CH3:11])[C:5]=1[N:13]=[C:14]([C:16]1[C:25]2[C:20](=[CH:21][CH:22]=[CH:23][C:24]=2[C:26]([OH:28])=[O:27])[C:19]([C:29]#[C:30][CH2:31][CH2:32][CH2:33][CH2:34]OS(C2C=CC(C)=CC=2)(=O)=O)=[CH:18][CH:17]=1)[OH:15])([CH3:3])[CH3:2].[N-:46]=[N+:47]=[N-:48].[Na+].[Cl-].[Na+]. (2) The reactants are: Cl[CH2:2][C:3]1[CH:8]=[CH:7][CH:6]=[C:5]([S:9][CH:10]([CH3:12])[CH3:11])[N:4]=1.C([O:15][C:16]([CH:18]1[CH2:20][CH:19]1[C:21]1[CH:26]=[CH:25][C:24]([OH:27])=[C:23]([Cl:28])[CH:22]=1)=[O:17])C. Given the product [Cl:28][C:23]1[CH:22]=[C:21]([CH:19]2[CH2:20][CH:18]2[C:16]([OH:17])=[O:15])[CH:26]=[CH:25][C:24]=1[O:27][CH2:2][C:3]1[CH:8]=[CH:7][CH:6]=[C:5]([S:9][CH:10]([CH3:12])[CH3:11])[N:4]=1, predict the reactants needed to synthesize it. (3) Given the product [Cl:1][C:2]1[CH:3]=[N:4][C:5]([NH:8][CH2:13][CH3:14])=[N:6][CH:7]=1, predict the reactants needed to synthesize it. The reactants are: [Cl:1][C:2]1[CH:3]=[N:4][C:5]([NH2:8])=[N:6][CH:7]=1.[H-].[Na+].CI.[CH2:13]1COC[CH2:14]1.